Predict the product of the given reaction. From a dataset of Forward reaction prediction with 1.9M reactions from USPTO patents (1976-2016). (1) Given the reactants [Br:1][C:2]1[CH:3]=[C:4]([F:9])[C:5](F)=[N:6][CH:7]=1.O.[NH2:11][NH2:12], predict the reaction product. The product is: [Br:1][C:2]1[CH:3]=[C:4]([F:9])[C:5]([NH:11][NH2:12])=[N:6][CH:7]=1. (2) Given the reactants [H-].[Na+].[NH2:3][C:4]1[C:8]([C:9]#[N:10])=[CH:7][N:6]([CH3:11])[N:5]=1.[Cl:12][C:13]1[CH:18]=[CH:17][CH:16]=[C:15](Cl)[C:14]=1[N+:20]([O-:22])=[O:21].Cl, predict the reaction product. The product is: [Cl:12][C:13]1[C:14]([N+:20]([O-:22])=[O:21])=[C:15]([NH:3][C:4]2[C:8]([C:9]#[N:10])=[CH:7][N:6]([CH3:11])[N:5]=2)[CH:16]=[CH:17][CH:18]=1. (3) Given the reactants [O:1]=[C:2]1[CH2:7][CH2:6][N:5]([C:8]([O:10][C:11]([CH3:14])([CH3:13])[CH3:12])=[O:9])[CH2:4][CH2:3]1.C([N-]C(C)C)(C)C.[Li+].C(NC(C)C)(C)C.C([Li])CCC.C1C=CC(N([S:42]([C:45]([F:48])([F:47])[F:46])(=[O:44])=[O:43])[S:42]([C:45]([F:48])([F:47])[F:46])(=[O:44])=[O:43])=CC=1, predict the reaction product. The product is: [F:46][C:45]([F:48])([F:47])[S:42]([O:1][C:2]1[CH2:7][CH2:6][N:5]([C:8]([O:10][C:11]([CH3:14])([CH3:13])[CH3:12])=[O:9])[CH2:4][CH:3]=1)(=[O:44])=[O:43]. (4) Given the reactants [C:1]([O:7][CH2:8][CH3:9])(=[O:6])[CH2:2][C:3]([O-:5])=O.[K+].ON1C2C=CC=CC=2N=N1.Cl.CN(C)CCCN=C=NCC.[Cl:33][C:34]1[CH:40]=[CH:39][C:37]([NH2:38])=[CH:36][CH:35]=1, predict the reaction product. The product is: [Cl:33][C:34]1[CH:40]=[CH:39][C:37]([NH:38][C:3](=[O:5])[CH2:2][C:1]([O:7][CH2:8][CH3:9])=[O:6])=[CH:36][CH:35]=1.